From a dataset of Full USPTO retrosynthesis dataset with 1.9M reactions from patents (1976-2016). Predict the reactants needed to synthesize the given product. (1) Given the product [C:1]([O:5][C:6]([N:8]1[CH2:9][CH2:10][CH:11]([S:20][CH3:19])[CH2:12][CH2:13]1)=[O:7])([CH3:2])([CH3:3])[CH3:4], predict the reactants needed to synthesize it. The reactants are: [C:1]([O:5][C:6]([N:8]1[CH2:13][CH2:12][CH:11](OS(C)(=O)=O)[CH2:10][CH2:9]1)=[O:7])([CH3:4])([CH3:3])[CH3:2].[CH3:19][S-:20].[Na+]. (2) Given the product [F:14][C:15]1[CH:16]=[CH:17][C:18]([CH2:21][C:22]([NH:24][NH:25][C:11]([C:3]2[CH2:4][N:5]([CH:8]([CH3:9])[CH3:10])[C:6](=[O:7])[C:2]=2[O:1][CH3:30])=[O:13])=[O:23])=[CH:19][CH:20]=1, predict the reactants needed to synthesize it. The reactants are: [OH:1][C:2]1[C:6](=[O:7])[N:5]([CH:8]([CH3:10])[CH3:9])[CH2:4][C:3]=1[C:11]([OH:13])=O.[F:14][C:15]1[CH:20]=[CH:19][C:18]([CH2:21][C:22]([NH:24][NH2:25])=[O:23])=[CH:17][CH:16]=1.ON1C2C=CC=C[C:30]=2N=N1.C(N=C=NCCCN(C)C)C. (3) The reactants are: Cl.[F:2][C:3]([F:17])([F:16])[C:4]1[CH:5]=[C:6]([N:10]2[CH2:15][CH2:14][NH:13][CH2:12][CH2:11]2)[CH:7]=[CH:8][CH:9]=1.ClCCl.Br[CH2:22][CH2:23][CH2:24][Cl:25].C(N(CC)CC)C. Given the product [Cl:25][CH2:24][CH2:23][CH2:22][N:13]1[CH2:14][CH2:15][N:10]([C:6]2[CH:7]=[CH:8][CH:9]=[C:4]([C:3]([F:2])([F:16])[F:17])[CH:5]=2)[CH2:11][CH2:12]1, predict the reactants needed to synthesize it. (4) Given the product [C:8]([O:7][C:1]1[CH:6]=[CH:5][CH:4]=[CH:3][CH:2]=1)(=[O:11])[CH2:9][CH3:10], predict the reactants needed to synthesize it. The reactants are: [C:1]1([OH:7])[CH:6]=[CH:5][CH:4]=[CH:3][CH:2]=1.[C:8](Cl)(=[O:11])[CH2:9][CH3:10].FC(F)(F)S(O)(=O)=O.C(OCC)C.